From a dataset of Catalyst prediction with 721,799 reactions and 888 catalyst types from USPTO. Predict which catalyst facilitates the given reaction. (1) Reactant: [CH3:1][O:2][C:3]1[CH:23]=[CH:22][C:6]([CH2:7][N:8]2[C:17]3[C:12](=[CH:13][C:14]([N+:18]([O-:20])=[O:19])=[CH:15][CH:16]=3)[CH2:11][CH2:10][C:9]2=[O:21])=[CH:5][CH:4]=1.CC(C)=O.C(=O)=O.CC1(C)[SiH2][SiH]=NC(C)(C)C1(C)C.[Li].I[CH2:45][CH2:46][CH2:47][Cl:48]. Product: [Cl:48][CH2:47][CH2:46][CH2:45][CH:10]1[CH2:11][C:12]2[C:17](=[CH:16][CH:15]=[C:14]([N+:18]([O-:20])=[O:19])[CH:13]=2)[N:8]([CH2:7][C:6]2[CH:5]=[CH:4][C:3]([O:2][CH3:1])=[CH:23][CH:22]=2)[C:9]1=[O:21]. The catalyst class is: 76. (2) Reactant: C1(P(C2C=CC=CC=2)C2C=CC=CC=2)C=CC=CC=1.[N:20]([CH2:23][CH2:24][CH2:25][C:26]1[C:34]2[C:29](=[C:30]([Cl:51])[CH:31]=[CH:32][C:33]=2[NH:35][C:36]2[C:44]3[C:39](=[CH:40][N:41]=[CH:42][CH:43]=3)[O:38][C:37]=2[C:45]2[N:50]=[CH:49][CH:48]=[CH:47][N:46]=2)[N:28]([C:52]([O:54][C:55]([CH3:58])([CH3:57])[CH3:56])=[O:53])[N:27]=1)=[N+]=[N-]. Product: [NH2:20][CH2:23][CH2:24][CH2:25][C:26]1[C:34]2[C:29](=[C:30]([Cl:51])[CH:31]=[CH:32][C:33]=2[NH:35][C:36]2[C:44]3[C:39](=[CH:40][N:41]=[CH:42][CH:43]=3)[O:38][C:37]=2[C:45]2[N:46]=[CH:47][CH:48]=[CH:49][N:50]=2)[N:28]([C:52]([O:54][C:55]([CH3:58])([CH3:57])[CH3:56])=[O:53])[N:27]=1. The catalyst class is: 20. (3) Reactant: [ClH:1].[N:2]1([CH:11]([C:17]2[CH:22]=[CH:21][C:20]([O:23][C:24]([F:27])([F:26])[F:25])=[CH:19][CH:18]=2)[CH:12]([OH:16])[CH2:13][NH:14][CH3:15])[C:10]2[C:5](=[CH:6][CH:7]=[CH:8][CH:9]=2)[CH:4]=[CH:3]1. Product: [ClH:1].[N:2]1([C@@H:11]([C:17]2[CH:18]=[CH:19][C:20]([O:23][C:24]([F:25])([F:26])[F:27])=[CH:21][CH:22]=2)[C@H:12]([OH:16])[CH2:13][NH:14][CH3:15])[C:10]2[C:5](=[CH:6][CH:7]=[CH:8][CH:9]=2)[CH:4]=[CH:3]1. The catalyst class is: 5. (4) Reactant: [N-:1]=[N+:2]=[N-:3].[Na+].CS(O[CH:10]1[CH2:15][CH2:14][CH:13]([O:16][CH2:17][CH2:18][C:19]2[CH:24]=[CH:23][CH:22]=[CH:21][CH:20]=2)[CH:12]([F:25])[CH2:11]1)(=O)=O.C(=O)(O)[O-].[Na+]. Product: [C:19]1([CH2:18][CH2:17][O:16][CH:13]2[CH2:14][CH2:15][CH:10]([N:1]=[N+:2]=[N-:3])[CH2:11][CH:12]2[F:25])[CH:20]=[CH:21][CH:22]=[CH:23][CH:24]=1. The catalyst class is: 9. (5) Reactant: [C:1]([O:5][C@@H:6]([C:12]1[C:13]([CH3:27])=[N:14][C:15]2[N:16]([N:19]=[C:20]([C:22]([O:24][CH2:25][CH3:26])=[O:23])[CH:21]=2)[C:17]=1I)[C:7]([O:9][CH2:10][CH3:11])=[O:8])([CH3:4])([CH3:3])[CH3:2].[F:28][C:29]1[CH:30]=[C:31](B2OC(C)(C)C(C)(C)O2)[C:32]([CH3:39])=[C:33]2[C:38]=1[O:37][CH2:36][CH2:35][CH2:34]2.C([O-])([O-])=O.[Na+].[Na+].O. Product: [C:1]([O:5][C@@H:6]([C:12]1[C:13]([CH3:27])=[N:14][C:15]2[N:16]([N:19]=[C:20]([C:22]([O:24][CH2:25][CH3:26])=[O:23])[CH:21]=2)[C:17]=1[C:31]1[C:32]([CH3:39])=[C:33]2[C:38](=[C:29]([F:28])[CH:30]=1)[O:37][CH2:36][CH2:35][CH2:34]2)[C:7]([O:9][CH2:10][CH3:11])=[O:8])([CH3:4])([CH3:3])[CH3:2]. The catalyst class is: 128. (6) Reactant: [CH3:1][N:2]1[C:7](=[O:8])[CH:6]=[CH:5][C:4]([C:9](=[O:28])[CH2:10][CH:11]([C:19]2[CH:27]=[CH:26][C:22]([C:23]([OH:25])=O)=[CH:21][CH:20]=2)[C:12]2[CH:17]=[CH:16][CH:15]=[CH:14][C:13]=2[CH3:18])=[CH:3]1.Cl.[CH3:30][O:31][C:32](=[O:35])[CH2:33][NH2:34].CN([P+](ON1N=NC2C=CC=CC1=2)(N(C)C)N(C)C)C.F[P-](F)(F)(F)(F)F. Product: [CH3:30][O:31][C:32](=[O:35])[CH2:33][NH:34][C:23](=[O:25])[C:22]1[CH:21]=[CH:20][C:19]([CH:11]([C:12]2[CH:17]=[CH:16][CH:15]=[CH:14][C:13]=2[CH3:18])[CH2:10][C:9]([C:4]2[CH:5]=[CH:6][C:7](=[O:8])[N:2]([CH3:1])[CH:3]=2)=[O:28])=[CH:27][CH:26]=1. The catalyst class is: 7. (7) Reactant: [NH2:1][C:2]1[C:3]2[CH:10]=[CH:9][N:8]([C@@H:11]3[O:15][C@@:14]([CH2:18][OH:19])([C:16]#[N:17])[C@@H:13]([O:20][Si](C(C)(C)C)(C)C)[CH2:12]3)[C:4]=2[N:5]=[CH:6][N:7]=1.CCCC[N+](CCCC)(CCCC)CCCC.[F-].C1COCC1.O.C(=O)(O)[O-].[NH4+]. Product: [NH2:1][C:2]1[C:3]2[CH:10]=[CH:9][N:8]([C@@H:11]3[O:15][C@@:14]([CH2:18][OH:19])([C:16]#[N:17])[C@@H:13]([OH:20])[CH2:12]3)[C:4]=2[N:5]=[CH:6][N:7]=1. The catalyst class is: 577. (8) Reactant: [C:1]([O:11][C:12]([CH3:15])([CH3:14])[CH3:13])(=[O:10])[CH2:2][C:3]([O:5][C:6]([CH3:9])([CH3:8])[CH3:7])=[O:4].[H-].[Na+].F[C:19]1[CH:24]=[CH:23][C:22]([CH3:25])=[CH:21][C:20]=1[N+:26]([O-:28])=[O:27]. Product: [CH3:13][C:12]([O:11][C:1](=[O:10])[CH:2]([C:19]1[CH:24]=[CH:23][C:22]([CH3:25])=[CH:21][C:20]=1[N+:26]([O-:28])=[O:27])[C:3]([O:5][C:6]([CH3:7])([CH3:8])[CH3:9])=[O:4])([CH3:15])[CH3:14]. The catalyst class is: 35. (9) Reactant: [CH2:1]([S:4]([O-:7])(=[O:6])=[O:5])[CH2:2][CH3:3].[CH3:8][NH+:9]([CH2:11][CH2:12][O:13][C:14](=[O:18])[C:15]([CH3:17])=[CH2:16])[CH3:10].[C:19]([OH:24])(=[O:23])[C:20]([CH3:22])=[CH2:21].S(OOS([O-])(=O)=O)([O-])(=O)=O.[NH4+].[NH4+].[OH-].[Na+]. Product: [CH3:8][N+:9]([CH2:20][C:19]([OH:24])=[O:23])([CH3:11])[CH3:10].[CH2:1]([S:4]([O-:7])(=[O:6])=[O:5])[CH2:2][CH3:3].[CH3:10][NH+:9]([CH2:11][CH2:12][O:13][C:14](=[O:18])[C:15]([CH3:17])=[CH2:16])[CH3:8].[C:19]([OH:24])(=[O:23])[C:20]([CH3:22])=[CH2:21]. The catalyst class is: 6.